Dataset: Forward reaction prediction with 1.9M reactions from USPTO patents (1976-2016). Task: Predict the product of the given reaction. (1) Given the reactants Br[C:2]1[C:3]([C:14]2[CH:19]=[CH:18][C:17]([CH3:20])=[CH:16][CH:15]=2)=[C:4]([CH3:13])[C:5]2[O:9][C:8]([CH3:11])([CH3:10])[CH2:7][C:6]=2[CH:12]=1.[C:21]1([N:27]2[CH2:32][CH2:31][NH:30][CH2:29][CH2:28]2)[CH:26]=[CH:25][CH:24]=[CH:23][CH:22]=1, predict the reaction product. The product is: [CH3:10][C:8]1([CH3:11])[CH2:7][C:6]2[CH:12]=[C:2]([N:30]3[CH2:31][CH2:32][N:27]([C:21]4[CH:26]=[CH:25][CH:24]=[CH:23][CH:22]=4)[CH2:28][CH2:29]3)[C:3]([C:14]3[CH:19]=[CH:18][C:17]([CH3:20])=[CH:16][CH:15]=3)=[C:4]([CH3:13])[C:5]=2[O:9]1. (2) Given the reactants [Cl:1][C:2]1[CH:10]=[CH:9][C:5]([C:6](Cl)=[O:7])=[CH:4][C:3]=1[S:11](=[O:14])(=[O:13])[NH2:12].[Cl-].[Al+3].[Cl-].[Cl-].[CH:19]1[CH:24]=[CH:23][CH:22]=[CH:21][CH:20]=1.Cl, predict the reaction product. The product is: [C:6]([C:5]1[CH:9]=[CH:10][C:2]([Cl:1])=[C:3]([S:11]([NH2:12])(=[O:14])=[O:13])[CH:4]=1)(=[O:7])[C:19]1[CH:24]=[CH:23][CH:22]=[CH:21][CH:20]=1. (3) Given the reactants CN(C)C=O.[CH2:6]([N:13]1[CH2:18][CH2:17][CH:16]([OH:19])[CH2:15][CH2:14]1)[C:7]1[CH:12]=[CH:11][CH:10]=[CH:9][CH:8]=1.N1C=CN=C1.[Si:25](Cl)([C:28]([CH3:31])([CH3:30])[CH3:29])([CH3:27])[CH3:26], predict the reaction product. The product is: [CH2:6]([N:13]1[CH2:18][CH2:17][CH:16]([O:19][Si:25]([C:28]([CH3:31])([CH3:30])[CH3:29])([CH3:27])[CH3:26])[CH2:15][CH2:14]1)[C:7]1[CH:8]=[CH:9][CH:10]=[CH:11][CH:12]=1. (4) Given the reactants [CH2:1]([O:3][C:4]1[CH:13]=[C:12]2[C:7]([C:8]([C:25]([O:27][CH3:28])=[O:26])=[C:9]([CH3:24])[C:10]([C:14]3[CH:19]=[CH:18][CH:17]=[C:16]([C:20]([F:23])([F:22])[F:21])[CH:15]=3)=[N:11]2)=[CH:6][C:5]=1[S:29]([CH:32]([CH3:34])[CH3:33])(=[O:31])=[O:30])[CH3:2].[Br:35]N1C(=O)CCC1=O.C(OOC(=O)C1C=CC=CC=1)(=O)C1C=CC=CC=1, predict the reaction product. The product is: [Br:35][CH2:24][C:9]1[C:10]([C:14]2[CH:19]=[CH:18][CH:17]=[C:16]([C:20]([F:23])([F:21])[F:22])[CH:15]=2)=[N:11][C:12]2[C:7]([C:8]=1[C:25]([O:27][CH3:28])=[O:26])=[CH:6][C:5]([S:29]([CH:32]([CH3:33])[CH3:34])(=[O:31])=[O:30])=[C:4]([O:3][CH2:1][CH3:2])[CH:13]=2. (5) Given the reactants [OH-].[Na+].[CH3:3][O:4][CH2:5][C:6]1[CH:11]=[C:10]([C:12]2[O:16][N:15]=[C:14]([C:17]3[CH:18]=[CH:19][C:20]([C:23]([O:25]C)=[O:24])=[N:21][CH:22]=3)[N:13]=2)[CH:9]=[CH:8][C:7]=1[C:27]1[CH:32]=[CH:31][CH:30]=[CH:29][C:28]=1[CH3:33].C(Cl)[Cl:35], predict the reaction product. The product is: [ClH:35].[CH3:3][O:4][CH2:5][C:6]1[CH:11]=[C:10]([C:12]2[O:16][N:15]=[C:14]([C:17]3[CH:18]=[CH:19][C:20]([C:23]([OH:25])=[O:24])=[N:21][CH:22]=3)[N:13]=2)[CH:9]=[CH:8][C:7]=1[C:27]1[CH:32]=[CH:31][CH:30]=[CH:29][C:28]=1[CH3:33]. (6) Given the reactants Br[C:2]1[C:3]([N:22]2[CH2:26][CH2:25][C@@H:24]([OH:27])[CH2:23]2)=[N:4][CH:5]=[C:6]([CH:21]=1)[C:7]([NH:9][C:10]1[CH:15]=[CH:14][C:13]([O:16][C:17]([F:20])([F:19])[F:18])=[CH:12][CH:11]=1)=[O:8].[CH3:28][C:29]1[S:30][C:31](B2OC(C)(C)C(C)(C)O2)=[CH:32][N:33]=1.[O-]P([O-])([O-])=O.[K+].[K+].[K+], predict the reaction product. The product is: [OH:27][C@@H:24]1[CH2:25][CH2:26][N:22]([C:3]2[C:2]([C:31]3[S:30][C:29]([CH3:28])=[N:33][CH:32]=3)=[CH:21][C:6]([C:7]([NH:9][C:10]3[CH:15]=[CH:14][C:13]([O:16][C:17]([F:20])([F:19])[F:18])=[CH:12][CH:11]=3)=[O:8])=[CH:5][N:4]=2)[CH2:23]1.